From a dataset of Peptide-MHC class II binding affinity with 134,281 pairs from IEDB. Regression. Given a peptide amino acid sequence and an MHC pseudo amino acid sequence, predict their binding affinity value. This is MHC class II binding data. (1) The peptide sequence is WASVKKDLISYGGGW. The MHC is DRB3_0101 with pseudo-sequence DRB3_0101. The binding affinity (normalized) is 0.329. (2) The peptide sequence is FGQNTGAIAAAEARY. The binding affinity (normalized) is 0.191. The MHC is HLA-DQA10201-DQB10202 with pseudo-sequence HLA-DQA10201-DQB10202. (3) The peptide sequence is AEIGSAISTANGAAA. The MHC is HLA-DQA10501-DQB10201 with pseudo-sequence HLA-DQA10501-DQB10201. The binding affinity (normalized) is 0.314. (4) The MHC is DRB4_0101 with pseudo-sequence DRB4_0103. The binding affinity (normalized) is 0.603. The peptide sequence is QFKRASPILRFLYAN.